This data is from Full USPTO retrosynthesis dataset with 1.9M reactions from patents (1976-2016). The task is: Predict the reactants needed to synthesize the given product. Given the product [CH2:27]([O:34][C:35]([CH:37]1[CH2:42][CH2:41][CH:40]([CH:43]=[O:44])[CH2:39][CH2:38]1)=[O:36])[C:28]1[CH:33]=[CH:32][CH:31]=[CH:30][CH:29]=1, predict the reactants needed to synthesize it. The reactants are: CC1(C)N([O])C(C)(C)CCC1.C(OI(C1C=CC=CC=1)OC(=O)C)(=O)C.[CH2:27]([O:34][C:35]([CH:37]1[CH2:42][CH2:41][CH:40]([CH2:43][OH:44])[CH2:39][CH2:38]1)=[O:36])[C:28]1[CH:33]=[CH:32][CH:31]=[CH:30][CH:29]=1.N#N.